This data is from Reaction yield outcomes from USPTO patents with 853,638 reactions. The task is: Predict the reaction yield, written as a fraction of the theoretical maximum amount of product (1.0 means a 100% yield; for example, 0.34 means a 34% yield). The reactants are C(=O)([O-])[O-].[K+].[K+].[CH3:7][N:8]=[C:9]=[O:10].[CH2:11]([C:13]1[NH:17][N:16]=[C:15]([O:18][C:19]2[CH:24]=[CH:23][C:22]([N+:25]([O-:27])=[O:26])=[CH:21][C:20]=2[C:28]([F:31])([F:30])[F:29])[CH:14]=1)[CH3:12].Cl. The catalyst is C(OCC)(=O)C. The product is [CH3:7][NH:8][C:9]([N:17]1[C:13]([CH2:11][CH3:12])=[CH:14][C:15]([O:18][C:19]2[CH:24]=[CH:23][C:22]([N+:25]([O-:27])=[O:26])=[CH:21][C:20]=2[C:28]([F:29])([F:30])[F:31])=[N:16]1)=[O:10]. The yield is 0.793.